Dataset: Experimentally validated miRNA-target interactions with 360,000+ pairs, plus equal number of negative samples. Task: Binary Classification. Given a miRNA mature sequence and a target amino acid sequence, predict their likelihood of interaction. Result: 0 (no interaction). The miRNA is hsa-miR-4524b-5p with sequence AUAGCAGCAUAAGCCUGUCUC. The protein sequence of the target gene is MAYPGYGGGFGNFSIQVPGMQMGQPVPETGPAILLDGYSGPAYSDTYSSAGDSVYTYFSAVAGQDGEVDAEELQRCLTQSGINGTYSPFSLETCRIMIAMLDRDHTGKMGFNAFKELWAALNAWKENFMTVDQDGSGTVEHHELRQAIGLMGYRLSPQTLTTIVKRYSKNGRIFFDDYVACCVKLRALTDFFRKRDHLQQGSANFIYDDFLQGTMAI.